This data is from Full USPTO retrosynthesis dataset with 1.9M reactions from patents (1976-2016). The task is: Predict the reactants needed to synthesize the given product. (1) Given the product [C:30]([Si:17]([C:18]1[CH:23]=[CH:22][CH:21]=[CH:20][CH:19]=1)([C:24]1[CH:29]=[CH:28][CH:27]=[CH:26][CH:25]=1)[O:16][CH2:15][C:14]([C:4]1[CH:3]=[C:2]([NH2:1])[N:6]([C:7]2[CH:12]=[CH:11][CH:10]=[C:9]([O:13][CH2:63][CH2:62][O:61][CH:56]3[CH2:57][CH2:58][CH2:59][CH2:60][O:55]3)[CH:8]=2)[N:5]=1)([CH3:35])[CH3:34])([CH3:33])([CH3:32])[CH3:31], predict the reactants needed to synthesize it. The reactants are: [NH2:1][C:2]1[N:6]([C:7]2[CH:8]=[C:9]([OH:13])[CH:10]=[CH:11][CH:12]=2)[N:5]=[C:4]([C:14]([CH3:35])([CH3:34])[CH2:15][O:16][Si:17]([C:30]([CH3:33])([CH3:32])[CH3:31])([C:24]2[CH:29]=[CH:28][CH:27]=[CH:26][CH:25]=2)[C:18]2[CH:23]=[CH:22][CH:21]=[CH:20][CH:19]=2)[CH:3]=1.C1(P(C2C=CC=CC=2)C2C=CC=CC=2)C=CC=CC=1.[O:55]1[CH2:60][CH2:59][CH2:58][CH2:57][CH:56]1[O:61][CH2:62][CH2:63]O.CC(OC(/N=N/C(OC(C)C)=O)=O)C. (2) Given the product [CH:32]1([C:29]2[S:28][C:27]([CH2:26][N:5]3[C:6]4[C:11](=[C:10]([C:13]([F:15])([F:16])[F:14])[C:9]([C:17]#[N:18])=[CH:8][CH:7]=4)[CH:12]=[C:4]3[CH2:1][CH2:2][CH3:3])=[N:31][N:30]=2)[CH2:34][CH2:33]1, predict the reactants needed to synthesize it. The reactants are: [CH2:1]([C:4]1[NH:5][C:6]2[C:11]([CH:12]=1)=[C:10]([C:13]([F:16])([F:15])[F:14])[C:9]([C:17]#[N:18])=[CH:8][CH:7]=2)[CH2:2][CH3:3].C([O-])([O-])=O.[Cs+].[Cs+].Br[CH2:26][C:27]1[S:28][C:29]([CH:32]2[CH2:34][CH2:33]2)=[N:30][N:31]=1.